From a dataset of Full USPTO retrosynthesis dataset with 1.9M reactions from patents (1976-2016). Predict the reactants needed to synthesize the given product. (1) Given the product [CH2:1]([N:4]1[C:12]2[CH:11]=[CH:10][C:9]([N:13]([CH3:14])[S:32]([C:26]3[CH:31]=[CH:30][CH:29]=[CH:28][CH:27]=3)(=[O:34])=[O:33])=[CH:8][C:7]=2[CH:6]2[CH2:15][N:16]([C:19]([O:21][C:22]([CH3:25])([CH3:24])[CH3:23])=[O:20])[CH2:17][CH2:18][CH:5]12)[CH:2]=[CH2:3], predict the reactants needed to synthesize it. The reactants are: [CH2:1]([N:4]1[C:12]2[CH:11]=[CH:10][C:9]([NH:13][CH3:14])=[CH:8][C:7]=2[CH:6]2[CH2:15][N:16]([C:19]([O:21][C:22]([CH3:25])([CH3:24])[CH3:23])=[O:20])[CH2:17][CH2:18][CH:5]12)[CH:2]=[CH2:3].[C:26]1([S:32](Cl)(=[O:34])=[O:33])[CH:31]=[CH:30][CH:29]=[CH:28][CH:27]=1.C(N(CC)CC)C. (2) Given the product [ClH:9].[ClH:9].[N:19]1([C:12]2[N:11]=[C:10]([NH:1][C@H:2]3[CH2:7][CH2:6][C@H:5]([NH2:8])[CH2:4][CH2:3]3)[N:18]=[C:17]3[C:13]=2[N:14]=[CH:15][NH:16]3)[C:27]2[C:22](=[CH:23][CH:24]=[CH:25][CH:26]=2)[CH:21]=[CH:20]1, predict the reactants needed to synthesize it. The reactants are: [NH2:1][C@H:2]1[CH2:7][CH2:6][C@H:5]([NH2:8])[CH2:4][CH2:3]1.[Cl:9][C:10]1[N:18]=[C:17]2[C:13]([N:14]=[CH:15][NH:16]2)=[C:12]([N:19]2[C:27]3[C:22](=[CH:23][CH:24]=[CH:25][CH:26]=3)[CH:21]=[CH:20]2)[N:11]=1. (3) Given the product [Cl:1][C:2]1[C:3]([C:10]2[S:11][C:12]3[C:13]([NH:20][C:21]4[CH:22]=[C:23]([CH2:27][OH:28])[N:24]=[CH:25][N:26]=4)=[N:14][CH:15]=[CH:16][C:17]=3[N:18]=2)=[C:4]([CH:7]=[CH:8][CH:9]=1)[C:5]#[N:6], predict the reactants needed to synthesize it. The reactants are: [Cl:1][C:2]1[C:3]([C:10]2[S:11][C:12]3[C:13](Cl)=[N:14][CH:15]=[CH:16][C:17]=3[N:18]=2)=[C:4]([CH:7]=[CH:8][CH:9]=1)[C:5]#[N:6].[NH2:20][C:21]1[N:26]=[CH:25][N:24]=[C:23]([CH2:27][OH:28])[CH:22]=1.CC1(C)C2C(=C(P(C3C=CC=CC=3)C3C=CC=CC=3)C=CC=2)OC2C(P(C3C=CC=CC=3)C3C=CC=CC=3)=CC=CC1=2.C([O-])([O-])=O.[Cs+].[Cs+]. (4) Given the product [I:1][C:2]1[CH:3]=[C:4]([NH:5][C:19]([NH:18][C:14]2[CH:15]=[CH:16][CH:17]=[C:12]([C:11]([F:10])([F:21])[F:22])[CH:13]=2)=[O:20])[CH:6]=[CH:7][C:8]=1[CH3:9], predict the reactants needed to synthesize it. The reactants are: [I:1][C:2]1[CH:3]=[C:4]([CH:6]=[CH:7][C:8]=1[CH3:9])[NH2:5].[F:10][C:11]([F:22])([F:21])[C:12]1[CH:13]=[C:14]([N:18]=[C:19]=[O:20])[CH:15]=[CH:16][CH:17]=1. (5) Given the product [NH2:13][CH:12]=[N:14][C:2]([NH:1][C:4]1[CH:9]=[CH:8][C:7]([Cl:11])=[CH:6][CH:5]=1)=[S:3], predict the reactants needed to synthesize it. The reactants are: [N:1]([C:4]1(Cl)[CH:9]=[CH:8][CH:7]=[CH:6][CH2:5]1)=[C:2]=[S:3].[ClH:11].[CH:12]([NH2:14])=[NH:13].[OH-].[Na+]. (6) Given the product [C:1]([NH:4][C:5]1[S:20][C:8]2[CH2:9][N:10]([C:13]([O:15][C:16]([CH3:19])([CH3:18])[CH3:17])=[O:14])[CH2:11][CH2:12][C:7]=2[CH:6]=1)(=[O:3])[CH3:2], predict the reactants needed to synthesize it. The reactants are: [C:1]([NH:4][C:5]1[S:20][C:8]2[CH2:9][N:10]([C:13]([O:15][C:16]([CH3:19])([CH3:18])[CH3:17])=[O:14])[CH2:11][CH2:12][C:7]=2[C:6]=1C(O)=O)(=[O:3])[CH3:2]. (7) Given the product [NH2:1][NH:2][C:3]([NH:5][NH2:6])=[O:4].[NH2:1][NH:2][C:3]([NH:5][NH2:6])=[O:4].[Cu+2:7], predict the reactants needed to synthesize it. The reactants are: [NH2:1][NH:2][C:3]([NH:5][NH2:6])=[O:4].[Cu:7](Cl)Cl.[H-].[K+]. (8) Given the product [CH2:10]([O:8][C:5]1[CH:4]=[CH:3][C:2]([Br:1])=[CH:7][N:6]=1)[C:11]1[CH:16]=[CH:15][CH:14]=[CH:13][CH:12]=1, predict the reactants needed to synthesize it. The reactants are: [Br:1][C:2]1[CH:3]=[CH:4][C:5](=[O:8])[NH:6][CH:7]=1.[Al].[CH2:10](Br)[C:11]1[CH:16]=[CH:15][CH:14]=[CH:13][CH:12]=1. (9) The reactants are: [Br:1][C:2]1[C:3]([CH2:12][O:13][C:14]2[CH:19]=[CH:18][C:17]([Cl:20])=[C:16]([Cl:21])[CH:15]=2)=[CH:4][C:5]2[N:6]([C:8]([NH2:11])=[N:9][N:10]=2)[CH:7]=1.C(N(CC)CC)C.[CH3:29][S:30](Cl)(=[O:32])=[O:31]. Given the product [Br:1][C:2]1[C:3]([CH2:12][O:13][C:14]2[CH:19]=[CH:18][C:17]([Cl:20])=[C:16]([Cl:21])[CH:15]=2)=[CH:4][C:5]2[N:6]([C:8]([NH:11][S:30]([CH3:29])(=[O:32])=[O:31])=[N:9][N:10]=2)[CH:7]=1, predict the reactants needed to synthesize it.